Dataset: Catalyst prediction with 721,799 reactions and 888 catalyst types from USPTO. Task: Predict which catalyst facilitates the given reaction. Reactant: C[CH2:2][N:3]([C:5](O[C:8]1[CH:9]=[CH:10][C:11]2CC[C@@H](NCC#C)[C:12]=2[CH:13]=1)=[O:6])[CH3:4].C[CH2:4][N:3]([C:5](O[C:12]1[CH:13]=[CH:8][C:9]2CC[C@@H](NCC#C)[C:10]=2[CH:11]=1)=[O:6])[CH3:2].C(O)(C(O)=O)C(O)C(O)=O.CCCCCC. Product: [CH3:2][N:3]([CH:5]=[O:6])[CH3:4].[CH3:10][CH2:9][CH2:8][CH2:13][CH2:12][CH3:11]. The catalyst class is: 9.